Dataset: Forward reaction prediction with 1.9M reactions from USPTO patents (1976-2016). Task: Predict the product of the given reaction. Given the reactants I[C:2]1[CH:7]=[CH:6][C:5]([CH3:8])=[CH:4][CH:3]=1.[Cl:9][C:10]1[CH:16]=[C:15]([F:17])[CH:14]=[C:13]([F:18])[C:11]=1[NH2:12].C(=O)([O-])[O-].[K+].[K+], predict the reaction product. The product is: [Cl:9][C:10]1[CH:16]=[C:15]([F:17])[CH:14]=[C:13]([F:18])[C:11]=1[NH:12][C:2]1[CH:7]=[CH:6][C:5]([CH3:8])=[CH:4][CH:3]=1.